Predict the product of the given reaction. From a dataset of Forward reaction prediction with 1.9M reactions from USPTO patents (1976-2016). (1) Given the reactants [OH:1][CH2:2][CH2:3][C:4]1[CH:13]=[CH:12][C:7]2[C:8](=[O:11])[O:9][CH2:10][C:6]=2[CH:5]=1.CCN(CC)CC.CS(Cl)(=O)=O.[Cl-].[NH4+].C1CCN2C(=NCCC2)CC1.ClC1C=CC=C(C(OO)=O)C=1, predict the reaction product. The product is: [O:1]1[CH2:2][CH:3]1[C:4]1[CH:13]=[CH:12][C:7]2[C:8](=[O:11])[O:9][CH2:10][C:6]=2[CH:5]=1. (2) Given the reactants F[C:2](F)(F)[C:3](O)=[O:4].[CH:8]([O:11][C:12]1[CH:13]=[CH:14][C:15]([O:18][C:19]2[CH:29]=[CH:28][C:22]([O:23][CH2:24][CH:25]([NH2:27])[CH3:26])=[CH:21][CH:20]=2)=[N:16][CH:17]=1)([CH3:10])[CH3:9].C(OC(=O)C)(=O)C, predict the reaction product. The product is: [CH:8]([O:11][C:12]1[CH:13]=[CH:14][C:15]([O:18][C:19]2[CH:29]=[CH:28][C:22]([O:23][CH2:24][CH:25]([NH:27][C:3](=[O:4])[CH3:2])[CH3:26])=[CH:21][CH:20]=2)=[N:16][CH:17]=1)([CH3:9])[CH3:10]. (3) Given the reactants C(OC(=O)[NH:7][C:8]1[CH:13]=[C:12]([N:14]([CH3:16])[CH3:15])[C:11]([C:17]([F:20])([F:19])[F:18])=[CH:10][C:9]=1[NH:21][C:22](=[O:39])[CH2:23][C:24]([C:26]1[CH:31]=[CH:30][CH:29]=[C:28]([C:32]2[CH:37]=[CH:36][N:35]=[C:34]([CH3:38])[CH:33]=2)[CH:27]=1)=O)(C)(C)C.C(O)(C(F)(F)F)=O, predict the reaction product. The product is: [CH3:16][N:14]([CH3:15])[C:12]1[C:11]([C:17]([F:18])([F:19])[F:20])=[CH:10][C:9]2[NH:21][C:22](=[O:39])[CH2:23][C:24]([C:26]3[CH:31]=[CH:30][CH:29]=[C:28]([C:32]4[CH:37]=[CH:36][N:35]=[C:34]([CH3:38])[CH:33]=4)[CH:27]=3)=[N:7][C:8]=2[CH:13]=1. (4) Given the reactants [Na].[N+:2]([CH3:5])([O-:4])=[O:3].[CH3:6][C:7]1([CH3:14])[CH2:12][CH2:11][C:10](=[O:13])[CH2:9][CH2:8]1.C(O)(=O)C, predict the reaction product. The product is: [CH3:6][C:7]1([CH3:14])[CH2:12][CH2:11][C:10]([CH2:5][N+:2]([O-:4])=[O:3])([OH:13])[CH2:9][CH2:8]1. (5) Given the reactants [Cl:1][C:2]1[CH:7]=[CH:6][C:5]([C:8]2[C:9]([C:32]3[CH:37]=[CH:36][N:35]=[CH:34][CH:33]=3)=[N:10][N:11]3[C:16]([C:17]4[CH:22]=[CH:21][C:20]([N:23]5[CH2:29][CH:28]6[N:30]([CH3:31])[CH:25]([CH2:26][CH2:27]6)[CH2:24]5)=[CH:19][CH:18]=4)=[CH:15][CH:14]=[N:13][C:12]=23)=[CH:4][C:3]=1[O:38]C.B(Br)(Br)Br, predict the reaction product. The product is: [Cl:1][C:2]1[CH:7]=[CH:6][C:5]([C:8]2[C:9]([C:32]3[CH:33]=[CH:34][N:35]=[CH:36][CH:37]=3)=[N:10][N:11]3[C:16]([C:17]4[CH:18]=[CH:19][C:20]([N:23]5[CH2:29][CH:28]6[N:30]([CH3:31])[CH:25]([CH2:26][CH2:27]6)[CH2:24]5)=[CH:21][CH:22]=4)=[CH:15][CH:14]=[N:13][C:12]=23)=[CH:4][C:3]=1[OH:38]. (6) The product is: [CH2:41]([O:40][C:38](=[O:39])[CH2:37][O:3][C:1](=[O:4])[N:27]([CH2:26][CH2:25][CH2:24][O:23][C:19]1[CH:18]=[C:17]2[C:22](=[CH:21][CH:20]=1)[N:13]([CH3:12])[C:14](=[O:35])[CH:15]=[CH:16]2)[CH2:28][C:29]1[CH:34]=[CH:33][N:32]=[CH:31][CH:30]=1)[CH3:42]. Given the reactants [C:1](=[O:4])([O-:3])[O-].[K+].[K+].CN(C=O)C.[CH3:12][N:13]1[C:22]2[C:17](=[CH:18][C:19]([O:23][CH2:24][CH2:25][CH2:26][NH:27][CH2:28][C:29]3[CH:34]=[CH:33][N:32]=[CH:31][CH:30]=3)=[CH:20][CH:21]=2)[CH:16]=[CH:15][C:14]1=[O:35].Br[CH2:37][C:38]([O:40][CH2:41][CH3:42])=[O:39], predict the reaction product. (7) Given the reactants C(OC([NH:8][CH2:9][C@H:10]1[CH2:15][CH2:14][C@H:13]([C:16]([NH:18][C@H:19]([C:50](=[O:63])[NH:51][C:52]2[CH:57]=[CH:56][C:55]([C:58]3[N:59]=[N:60][NH:61][N:62]=3)=[CH:54][CH:53]=2)[CH2:20][C:21]2[CH:26]=[CH:25][C:24]([C:27]3[CH:32]=[CH:31][C:30]([C:33]([NH:35][CH:36]4[CH2:41][CH2:40][N:39](C(OC(C)(C)C)=O)[CH2:38][CH2:37]4)=[O:34])=[CH:29][C:28]=3[Cl:49])=[CH:23][CH:22]=2)=[O:17])[CH2:12][CH2:11]1)=O)(C)(C)C.Cl, predict the reaction product. The product is: [ClH:49].[NH2:8][CH2:9][C@H:10]1[CH2:15][CH2:14][C@H:13]([C:16]([NH:18][C@H:19]([C:50](=[O:63])[NH:51][C:52]2[CH:53]=[CH:54][C:55]([C:58]3[N:59]=[N:60][NH:61][N:62]=3)=[CH:56][CH:57]=2)[CH2:20][C:21]2[CH:26]=[CH:25][C:24]([C:27]3[CH:32]=[CH:31][C:30]([C:33]([NH:35][CH:36]4[CH2:37][CH2:38][NH:39][CH2:40][CH2:41]4)=[O:34])=[CH:29][C:28]=3[Cl:49])=[CH:23][CH:22]=2)=[O:17])[CH2:12][CH2:11]1. (8) Given the reactants [CH:1]1([C:6]([N:8]2[CH2:13][CH2:12][N:11]([CH:14]3[C:22]4[C:17](=[C:18]([N+:23]([O-])=O)[CH:19]=[CH:20][CH:21]=4)[CH2:16][CH2:15]3)[CH2:10][C@@H:9]2[CH3:26])=[O:7])[CH2:5][CH2:4][CH2:3][CH2:2]1, predict the reaction product. The product is: [NH2:23][C:18]1[CH:19]=[CH:20][CH:21]=[C:22]2[C:17]=1[CH2:16][CH2:15][CH:14]2[N:11]1[CH2:12][CH2:13][N:8]([C:6]([CH:1]2[CH2:2][CH2:3][CH2:4][CH2:5]2)=[O:7])[C@@H:9]([CH3:26])[CH2:10]1. (9) Given the reactants [NH2:1][CH:2]1[CH2:11][C:10]2[N:9]=[CH:8][C:7]([N:12]3[C:17](=[O:18])[CH:16]=[N:15][C:14]4[CH:19]=[CH:20][C:21]([O:23][CH3:24])=[N:22][C:13]3=4)=[CH:6][C:5]=2[CH2:4][CH2:3]1.CO.[N:27]1[C:32]2[O:33][CH2:34][CH2:35][O:36][C:31]=2[CH:30]=[C:29]([CH:37]=O)[N:28]=1.C(O[BH-](OC(=O)C)OC(=O)C)(=O)C.[Na+].C(Cl)[Cl:54], predict the reaction product. The product is: [ClH:54].[N:27]1[C:32]2[O:33][CH2:34][CH2:35][O:36][C:31]=2[CH:30]=[C:29]([CH2:37][NH:1][CH:2]2[CH2:11][C:10]3[N:9]=[CH:8][C:7]([N:12]4[C:17](=[O:18])[CH:16]=[N:15][C:14]5[CH:19]=[CH:20][C:21]([O:23][CH3:24])=[N:22][C:13]4=5)=[CH:6][C:5]=3[CH2:4][CH2:3]2)[N:28]=1.